Dataset: Peptide-MHC class I binding affinity with 185,985 pairs from IEDB/IMGT. Task: Regression. Given a peptide amino acid sequence and an MHC pseudo amino acid sequence, predict their binding affinity value. This is MHC class I binding data. (1) The peptide sequence is YVRSGKDHV. The MHC is H-2-Kb with pseudo-sequence H-2-Kb. The binding affinity (normalized) is 0.189. (2) The peptide sequence is WMKMNQTLL. The MHC is H-2-Db with pseudo-sequence H-2-Db. The binding affinity (normalized) is 0.549. (3) The peptide sequence is APATKNLPS. The MHC is HLA-B07:02 with pseudo-sequence HLA-B07:02. The binding affinity (normalized) is 0.347. (4) The binding affinity (normalized) is 0.835. The peptide sequence is FSKKKVCFV. The MHC is HLA-B08:01 with pseudo-sequence HLA-B08:01.